This data is from Reaction yield outcomes from USPTO patents with 853,638 reactions. The task is: Predict the reaction yield, written as a fraction of the theoretical maximum amount of product (1.0 means a 100% yield; for example, 0.34 means a 34% yield). (1) The reactants are [N:1](OCCC(C)C)=O.[CH2:9]([O:11][C:12](=[O:35])[C@@H:13]([CH2:20][C:21]1[CH:26]=[C:25]([Cl:27])[C:24]([NH2:28])=[C:23]([CH3:29])[C:22]=1[CH2:30][O:31][C:32](=[O:34])[CH3:33])[CH2:14][C:15]([O:17][CH2:18][CH3:19])=[O:16])[CH3:10].C([O-])(=O)C.[K+]. The catalyst is C(O)(=O)C. The product is [CH2:9]([O:11][C:12](=[O:35])[C@@H:13]([CH2:20][C:21]1[C:22]([CH2:30][O:31][C:32](=[O:34])[CH3:33])=[C:23]2[C:24](=[C:25]([Cl:27])[CH:26]=1)[NH:28][N:1]=[CH:29]2)[CH2:14][C:15]([O:17][CH2:18][CH3:19])=[O:16])[CH3:10]. The yield is 0.800. (2) The reactants are [CH3:1][O:2][C:3]1[CH:8]=[C:7]([N+:9]([O-])=O)[CH:6]=[CH:5][C:4]=1[C:12]1[S:16][CH:15]=[N:14][CH:13]=1. The catalyst is C(O)C. The product is [CH3:1][O:2][C:3]1[CH:8]=[C:7]([NH2:9])[CH:6]=[CH:5][C:4]=1[C:12]1[S:16][CH:15]=[N:14][CH:13]=1. The yield is 0.920. (3) The reactants are [Cl:1][C:2]1[C:7]2[C:8](=[O:22])[N:9]([CH2:11][C:12]3[CH:17]=[CH:16][C:15]([O:18][CH3:19])=[CH:14][C:13]=3[O:20][CH3:21])[CH2:10][C:6]=2[C:5]([F:23])=[C:4](Cl)[N:3]=1.[NH2:25][C@H:26]1[CH2:31][CH2:30][CH2:29][CH2:28][C@H:27]1[NH:32][C:33](=[O:39])[O:34][C:35]([CH3:38])([CH3:37])[CH3:36].CCN(C(C)C)C(C)C. The yield is 0.340. The catalyst is C(#N)C.CO. The product is [Cl:1][C:2]1[C:7]2[C:8](=[O:22])[N:9]([CH2:11][C:12]3[CH:17]=[CH:16][C:15]([O:18][CH3:19])=[CH:14][C:13]=3[O:20][CH3:21])[CH2:10][C:6]=2[C:5]([F:23])=[C:4]([NH:25][C@H:26]2[CH2:31][CH2:30][CH2:29][CH2:28][C@H:27]2[NH:32][C:33](=[O:39])[O:34][C:35]([CH3:37])([CH3:36])[CH3:38])[N:3]=1. (4) The reactants are Br[C:2]1[CH:7]=[CH:6][N:5]=[C:4]([N:8]2[CH2:13][CH2:12][CH:11]([N:14]([CH3:16])[CH3:15])[CH2:10][CH2:9]2)[CH:3]=1.[B:17]1(B2OC(C)(C)C(C)(C)O2)[O:21]C(C)(C)C(C)(C)[O:18]1.C([O-])(=O)C.[K+]. The catalyst is O1CCOCC1. The product is [CH3:15][N:14]([CH3:16])[CH:11]1[CH2:12][CH2:13][N:8]([C:4]2[CH:3]=[C:2]([B:17]([OH:21])[OH:18])[CH:7]=[CH:6][N:5]=2)[CH2:9][CH2:10]1. The yield is 0.850.